Predict the reactants needed to synthesize the given product. From a dataset of Full USPTO retrosynthesis dataset with 1.9M reactions from patents (1976-2016). (1) Given the product [N:15]1[CH:16]=[CH:17][C:12]([C:3]2[CH:4]=[C:5]([C:8]([F:11])([F:10])[F:9])[CH:6]=[CH:7][C:2]=2[B:18]([OH:23])[OH:19])=[CH:13][CH:14]=1, predict the reactants needed to synthesize it. The reactants are: Br[C:2]1[CH:7]=[CH:6][C:5]([C:8]([F:11])([F:10])[F:9])=[CH:4][C:3]=1[C:12]1[CH:17]=[CH:16][N:15]=[CH:14][CH:13]=1.[B:18](OC(C)C)([O:23]C(C)C)[O:19]C(C)C.C([Li])CCC. (2) Given the product [Br:1][C:2]1[CH:11]=[C:10]2[C:5]([C:6]([NH:21][C:22]3[CH:26]=[C:25]([CH3:27])[NH:24][N:23]=3)=[N:7][C:8]([CH:12]([C:14]3[CH:15]=[CH:16][C:17]([F:20])=[CH:18][CH:19]=3)[OH:13])=[N:9]2)=[CH:4][CH:3]=1, predict the reactants needed to synthesize it. The reactants are: [Br:1][C:2]1[CH:11]=[C:10]2[C:5]([C:6]([NH:21][C:22]3[CH:26]=[C:25]([CH3:27])[NH:24][N:23]=3)=[N:7][C:8]([C:12]([C:14]3[CH:19]=[CH:18][C:17]([F:20])=[CH:16][CH:15]=3)=[O:13])=[N:9]2)=[CH:4][CH:3]=1.FC1C=C2C(=CC=1)N=C(C(C1C=CC(F)=CC=1)=O)N=C2NC1C=C(C)NN=1. (3) The reactants are: [F:1][C:2]([F:26])([F:25])[C@H:3]([N:12]1[CH2:16][CH2:15][C@H:14]([NH:17][C:18](=[O:24])[O:19][C:20]([CH3:23])([CH3:22])[CH3:21])[CH2:13]1)[C:4]1[CH:5]=[N:6][C:7]([NH:10][NH2:11])=[CH:8][CH:9]=1.[F:27][C:28]1[CH:29]=[C:30]2[C:35](=[CH:36][C:37]=1[O:38][CH:39]([CH3:41])[CH3:40])[N:34]=[C:33]([CH:42]=O)[CH:32]=[CH:31]2. Given the product [F:26][C:2]([F:25])([F:1])[C@H:3]([N:12]1[CH2:16][CH2:15][C@H:14]([NH:17][C:18](=[O:24])[O:19][C:20]([CH3:22])([CH3:23])[CH3:21])[CH2:13]1)[C:4]1[CH:5]=[N:6][C:7]([NH:10]/[N:11]=[CH:42]/[C:33]2[CH:32]=[CH:31][C:30]3[C:35](=[CH:36][C:37]([O:38][CH:39]([CH3:41])[CH3:40])=[C:28]([F:27])[CH:29]=3)[N:34]=2)=[CH:8][CH:9]=1, predict the reactants needed to synthesize it. (4) Given the product [Br:16][C:14]1[CH:13]=[CH:12][C:11]([F:17])=[C:10]([C:6]([NH:5][C:3](=[O:4])[CH:2]=[CH:18][C:19]2[CH:24]=[CH:23][CH:22]=[CH:21][CH:20]=2)([CH3:9])[CH2:7][OH:8])[CH:15]=1, predict the reactants needed to synthesize it. The reactants are: Br[CH:2]([CH2:18][C:19]1[CH:24]=[CH:23][CH:22]=[CH:21][CH:20]=1)[C:3]([NH:5][C:6]([C:10]1[CH:15]=[C:14]([Br:16])[CH:13]=[CH:12][C:11]=1[F:17])([CH3:9])[CH2:7][OH:8])=[O:4].CC([O-])(C)C.[K+].C([C@H]1OC[C@@](C2C=C(Br)C=CC=2F)(C)NC1=O)C1C=CC=CC=1.C([C@@H]1OC[C@](C2C=C(Br)C=CC=2F)(C)NC1=O)C1C=CC=CC=1.